Dataset: Peptide-MHC class II binding affinity with 134,281 pairs from IEDB. Task: Regression. Given a peptide amino acid sequence and an MHC pseudo amino acid sequence, predict their binding affinity value. This is MHC class II binding data. (1) The peptide sequence is EIDTDGDGFIDFNEF. The MHC is DRB1_0802 with pseudo-sequence DRB1_0802. The binding affinity (normalized) is 0.120. (2) The peptide sequence is IGGPVSSHNHIPGYK. The MHC is DRB3_0301 with pseudo-sequence DRB3_0301. The binding affinity (normalized) is 0.620. (3) The peptide sequence is KVERQWIPSVCFSTL. The MHC is DRB3_0301 with pseudo-sequence DRB3_0301. The binding affinity (normalized) is 0.443. (4) The peptide sequence is YKDVDKPPFSGMTGC. The MHC is HLA-DPA10201-DPB10501 with pseudo-sequence HLA-DPA10201-DPB10501. The binding affinity (normalized) is 0. (5) The peptide sequence is PFNASDSVGQQIKVI. The MHC is DRB1_1302 with pseudo-sequence DRB1_1302. The binding affinity (normalized) is 0.175. (6) The peptide sequence is GEIYKRWIILGLNKIVRMY. The MHC is HLA-DQA10102-DQB10502 with pseudo-sequence HLA-DQA10102-DQB10502. The binding affinity (normalized) is 0.213. (7) The peptide sequence is GAASGLNGCCRCGAR. The MHC is HLA-DQA10501-DQB10201 with pseudo-sequence HLA-DQA10501-DQB10201. The binding affinity (normalized) is 0. (8) The peptide sequence is SQDLELSRNLNGLQAY. The binding affinity (normalized) is 0.610. The MHC is HLA-DQA10301-DQB10302 with pseudo-sequence HLA-DQA10301-DQB10302.